Dataset: Catalyst prediction with 721,799 reactions and 888 catalyst types from USPTO. Task: Predict which catalyst facilitates the given reaction. (1) Reactant: [CH2:1]([O:8][C:9]1[CH:18]=[C:17]2[C:12]([C:13](=[O:51])[C:14]([O:41][CH2:42][P:43](=[O:50])([O:47]CC)[O:44][CH2:45][CH3:46])=[C:15]([C:19]3[CH:24]=[CH:23][C:22]([O:25][CH2:26][C:27]4[CH:32]=[CH:31][CH:30]=[CH:29][CH:28]=4)=[C:21]([O:33][CH2:34][C:35]4[CH:40]=[CH:39][CH:38]=[CH:37][CH:36]=4)[CH:20]=3)[O:16]2)=[CH:11][CH:10]=1)[C:2]1[CH:7]=[CH:6][CH:5]=[CH:4][CH:3]=1.C[Si](Br)(C)C. Product: [CH2:1]([O:8][C:9]1[CH:18]=[C:17]2[C:12]([C:13](=[O:51])[C:14]([O:41][CH2:42][P:43](=[O:47])([OH:50])[O:44][CH2:45][CH3:46])=[C:15]([C:19]3[CH:24]=[CH:23][C:22]([O:25][CH2:26][C:27]4[CH:32]=[CH:31][CH:30]=[CH:29][CH:28]=4)=[C:21]([O:33][CH2:34][C:35]4[CH:36]=[CH:37][CH:38]=[CH:39][CH:40]=4)[CH:20]=3)[O:16]2)=[CH:11][CH:10]=1)[C:2]1[CH:3]=[CH:4][CH:5]=[CH:6][CH:7]=1. The catalyst class is: 22. (2) Reactant: [Br:1][C:2]1[CH:14]=[C:13]([F:15])[C:5]([O:6][CH2:7][C:8]2([CH2:11][OH:12])[CH2:10][CH2:9]2)=[C:4]([F:16])[CH:3]=1.[CH3:17][S:18](Cl)(=[O:20])=[O:19].O. Product: [CH3:17][S:18]([O:12][CH2:11][C:8]1([CH2:7][O:6][C:5]2[C:13]([F:15])=[CH:14][C:2]([Br:1])=[CH:3][C:4]=2[F:16])[CH2:10][CH2:9]1)(=[O:20])=[O:19]. The catalyst class is: 2. (3) Reactant: [C:1]([O:5][C:6]([NH:8][C@@H:9]([C:11]1[C:12]([F:40])=[C:13]([C:17]2[CH:22]=[C:21]([OH:23])[CH:20]=[C:19]([CH2:24][O:25][C:26]3[CH:31]=[CH:30][CH:29]=[CH:28][C:27]=3[CH2:32][C:33]([O:35][C:36]([CH3:39])([CH3:38])[CH3:37])=[O:34])[CH:18]=2)[CH:14]=[CH:15][CH:16]=1)[CH3:10])=[O:7])([CH3:4])([CH3:3])[CH3:2].[N:41]1[CH:46]=[CH:45][CH:44]=[CH:43][C:42]=1[CH2:47]O.C1C=CC(P(C2C=CC=CC=2)C2C=CC=CC=2)=CC=1.CC(OC(/N=N/C(OC(C)C)=O)=O)C. Product: [C:1]([O:5][C:6]([NH:8][C@@H:9]([C:11]1[C:12]([F:40])=[C:13]([C:17]2[CH:22]=[C:21]([O:23][CH2:47][C:42]3[CH:43]=[CH:44][CH:45]=[CH:46][N:41]=3)[CH:20]=[C:19]([CH2:24][O:25][C:26]3[CH:31]=[CH:30][CH:29]=[CH:28][C:27]=3[CH2:32][C:33]([O:35][C:36]([CH3:39])([CH3:38])[CH3:37])=[O:34])[CH:18]=2)[CH:14]=[CH:15][CH:16]=1)[CH3:10])=[O:7])([CH3:4])([CH3:2])[CH3:3]. The catalyst class is: 249. (4) Reactant: [C:1]([O:4][CH2:5][O:6][C:7]1[CH:14]=[CH:13][CH:12]=[CH:11][C:8]=1[CH:9]=[O:10])(=[O:3])[CH3:2].CC(=CC)C.P([O-])([O-])(O)=[O:21].[Na+].[Na+].Cl([O-])=O.[Na+]. Product: [C:1]([O:4][CH2:5][O:6][C:7]1[CH:14]=[CH:13][CH:12]=[CH:11][C:8]=1[C:9]([OH:21])=[O:10])(=[O:3])[CH3:2]. The catalyst class is: 371. (5) Reactant: [CH:1]([O:14][CH2:15][CH2:16][N:17]1[CH2:22][CH2:21][N:20]([CH2:23][CH2:24][CH2:25][C:26]2[CH:31]=[CH:30][C:29]([NH:32][C:33](=[O:45])[CH2:34][CH2:35][CH2:36][CH2:37][CH2:38][CH2:39][CH2:40][CH2:41][CH2:42][CH2:43]Br)=[CH:28][CH:27]=2)[CH2:19][CH2:18]1)([C:8]1[CH:13]=[CH:12][CH:11]=[CH:10][CH:9]=1)[C:2]1[CH:7]=[CH:6][CH:5]=[CH:4][CH:3]=1.[C:46]([O-:49])(=[S:48])[CH3:47].[K+]. Product: [CH:1]([O:14][CH2:15][CH2:16][N:17]1[CH2:22][CH2:21][N:20]([CH2:23][CH2:24][CH2:25][C:26]2[CH:31]=[CH:30][C:29]([NH:32][C:33]([CH2:34][CH2:35][CH2:36][CH2:37][CH2:38][CH2:39][CH2:40][CH2:41][CH2:42][CH2:43][S:48][C:46](=[O:49])[CH3:47])=[O:45])=[CH:28][CH:27]=2)[CH2:19][CH2:18]1)([C:8]1[CH:13]=[CH:12][CH:11]=[CH:10][CH:9]=1)[C:2]1[CH:7]=[CH:6][CH:5]=[CH:4][CH:3]=1. The catalyst class is: 483. (6) Reactant: COO[CH:4](OOC)[CH2:5]Br.C1(C)C=CC(S(O)(=O)=O)=CC=1.[OH:21][C:22]1[CH:30]=[CH:29][C:25]([C:26]([NH2:28])=[S:27])=[CH:24][CH:23]=1. Product: [S:27]1[CH:5]=[CH:4][N:28]=[C:26]1[C:25]1[CH:29]=[CH:30][C:22]([OH:21])=[CH:23][CH:24]=1. The catalyst class is: 8. (7) The catalyst class is: 5. Product: [CH2:34]([O:33][CH2:32][C:20]1[N:19]([CH2:18][CH2:17][CH2:16][C:10]2([OH:9])[CH2:11][CH2:12][CH2:13][CH2:14][CH2:15]2)[C:31]2[C:30]3[CH:29]=[CH:28][CH:27]=[CH:26][C:25]=3[N:24]=[CH:23][C:22]=2[N:21]=1)[CH3:35]. Reactant: Cl.[Si]([O:9][C:10]1([CH2:16][CH2:17][CH2:18][N:19]2[C:31]3[C:30]4[CH:29]=[CH:28][CH:27]=[CH:26][C:25]=4[N:24]=[CH:23][C:22]=3[N:21]=[C:20]2[CH2:32][O:33][CH2:34][CH3:35])[CH2:15][CH2:14][CH2:13][CH2:12][CH2:11]1)(C(C)(C)C)(C)C.